This data is from Forward reaction prediction with 1.9M reactions from USPTO patents (1976-2016). The task is: Predict the product of the given reaction. (1) Given the reactants [OH:1][C:2]1[C:3]([CH2:26][OH:27])=[C:4]([CH2:9][NH:10][C:11]2[CH:16]=[CH:15][C:14]([C:17]3[CH:22]=[CH:21][C:20]([C:23]#[N:24])=[CH:19][CH:18]=3)=[CH:13][C:12]=2[F:25])[CH:5]=[N:6][C:7]=1[CH3:8].Br[CH2:29][C:30]1[CH:35]=[CH:34][C:33]([C:36]#[N:37])=[CH:32][CH:31]=1, predict the reaction product. The product is: [C:36]([C:33]1[CH:34]=[CH:35][C:30]([CH2:29][O:1][C:2]2[C:3]([CH2:26][OH:27])=[C:4]([CH2:9][NH:10][C:11]3[CH:16]=[CH:15][C:14]([C:17]4[CH:22]=[CH:21][C:20]([C:23]#[N:24])=[CH:19][CH:18]=4)=[CH:13][C:12]=3[F:25])[CH:5]=[N:6][C:7]=2[CH3:8])=[CH:31][CH:32]=1)#[N:37]. (2) Given the reactants Cl[C:2]1[N:7]=[C:6]2[N:8]([CH2:11][O:12][CH2:13][CH2:14][Si:15]([CH3:18])([CH3:17])[CH3:16])[CH:9]=[CH:10][C:5]2=[C:4]([O:19][C:20]2[CH:29]=[CH:28][CH:27]=[C:26]3[C:21]=2[CH:22]=[CH:23][CH:24]=[C:25]3[C:30]([NH:32][C:33]2[CH:38]=[CH:37][CH:36]=[C:35]([C:39]([F:42])([F:41])[F:40])[CH:34]=2)=[O:31])[CH:3]=1.[NH2:43][C:44]1[CH:49]=[CH:48][C:47]([S:50]([N:53]2[CH2:58][CH2:57][N:56]([C:59]([O:61][C:62]([CH3:65])([CH3:64])[CH3:63])=[O:60])[CH2:55][CH2:54]2)(=[O:52])=[O:51])=[CH:46][CH:45]=1, predict the reaction product. The product is: [F:40][C:39]([F:42])([F:41])[C:35]1[CH:34]=[C:33]([NH:32][C:30]([C:25]2[CH:24]=[CH:23][CH:22]=[C:21]3[C:26]=2[CH:27]=[CH:28][CH:29]=[C:20]3[O:19][C:4]2[CH:3]=[C:2]([NH:43][C:44]3[CH:49]=[CH:48][C:47]([S:50]([N:53]4[CH2:58][CH2:57][N:56]([C:59]([O:61][C:62]([CH3:65])([CH3:64])[CH3:63])=[O:60])[CH2:55][CH2:54]4)(=[O:51])=[O:52])=[CH:46][CH:45]=3)[N:7]=[C:6]3[N:8]([CH2:11][O:12][CH2:13][CH2:14][Si:15]([CH3:17])([CH3:18])[CH3:16])[CH:9]=[CH:10][C:5]=23)=[O:31])[CH:38]=[CH:37][CH:36]=1. (3) Given the reactants Br[C:2]1[N:3]=[N+:4]([O-:17])[C:5]2[CH:14]=[C:13]3[C:9]([CH2:10][CH:11]([CH2:15][OH:16])[CH2:12]3)=[CH:8][C:6]=2[N:7]=1.[CH2:18]([NH2:20])[CH3:19], predict the reaction product. The product is: [CH2:18]([NH:20][C:2]1[N:3]=[N+:4]([O-:17])[C:5]2[CH:14]=[C:13]3[C:9]([CH2:10][CH:11]([CH2:15][OH:16])[CH2:12]3)=[CH:8][C:6]=2[N:7]=1)[CH3:19].